Dataset: Catalyst prediction with 721,799 reactions and 888 catalyst types from USPTO. Task: Predict which catalyst facilitates the given reaction. (1) Reactant: [Cl:1][C:2]1[CH:3]=[C:4]([C:8]2[N:16]=[C:15](/[C:17](=[N:19]/[OH:20])/[NH2:18])[N:14]=[C:13]3[C:9]=2[N:10]([CH2:27][C@H:28]2[CH2:33][CH2:32][C@H:31]([CH3:34])[CH2:30][CH2:29]2)[C:11]([N:21]2[CH2:26][CH2:25][O:24][CH2:23][CH2:22]2)=[N:12]3)[CH:5]=[CH:6][CH:7]=1.[C:35](N1C=CN=C1)(N1C=CN=C1)=[O:36].C1CCN2C(=NCCC2)CC1. The catalyst class is: 10. Product: [Cl:1][C:2]1[CH:3]=[C:4]([C:8]2[N:16]=[C:15]([C:17]3[NH:18][C:35](=[O:36])[O:20][N:19]=3)[N:14]=[C:13]3[C:9]=2[N:10]([CH2:27][C@H:28]2[CH2:33][CH2:32][C@H:31]([CH3:34])[CH2:30][CH2:29]2)[C:11]([N:21]2[CH2:26][CH2:25][O:24][CH2:23][CH2:22]2)=[N:12]3)[CH:5]=[CH:6][CH:7]=1. (2) The catalyst class is: 13. Reactant: [Br:1][C:2]1[CH:7]=[CH:6][C:5]([C:8]2[CH2:12][CH:11](NC)[O:10][N:9]=2)=[CH:4][C:3]=1[F:15].[CH2:16]([N:18]([CH2:21]C)CC)[CH3:17].ClCCl.C(Cl)(=[O:28])C. Product: [Br:1][C:2]1[CH:7]=[CH:6][C:5]([C:8]2[CH2:12][CH:11]([CH2:21][NH:18][C:16](=[O:28])[CH3:17])[O:10][N:9]=2)=[CH:4][C:3]=1[F:15]. (3) Reactant: F[C:2]1[CH:7]=[CH:6][C:5]([N+:8]([O-:10])=[O:9])=[C:4]([O:11][CH3:12])[CH:3]=1.[CH3:13][S-:14].[Na+]. Product: [CH3:12][O:11][C:4]1[CH:3]=[C:2]([S:14][CH3:13])[CH:7]=[CH:6][C:5]=1[N+:8]([O-:10])=[O:9]. The catalyst class is: 18. (4) Reactant: Br[C:2]1[CH:7]=[CH:6][N:5]=[C:4]([O:8][CH2:9][C:10]2[C:15]([F:16])=[CH:14][CH:13]=[CH:12][C:11]=2[F:17])[CH:3]=1.C(=O)([O-])[O-].[Cs+].[Cs+].[CH2:24](B(O)O)[CH3:25].ClCCl. Product: [F:17][C:11]1[CH:12]=[CH:13][CH:14]=[C:15]([F:16])[C:10]=1[CH2:9][O:8][C:4]1[CH:3]=[C:2]([CH2:24][CH3:25])[CH:7]=[CH:6][N:5]=1. The catalyst class is: 38. (5) Reactant: [N:1]([CH:4]1[C:13]2[N:12]=[C:11]([C:14]3[CH:19]=[CH:18][CH:17]=[C:16]([C:20]([F:23])([F:22])[F:21])[CH:15]=3)[CH:10]=[CH:9][C:8]=2[CH2:7][CH2:6][CH2:5]1)=[N+]=[N-].[H][H]. Product: [F:23][C:20]([F:21])([F:22])[C:16]1[CH:15]=[C:14]([C:11]2[CH:10]=[CH:9][C:8]3[CH2:7][CH2:6][CH2:5][CH:4]([NH2:1])[C:13]=3[N:12]=2)[CH:19]=[CH:18][CH:17]=1. The catalyst class is: 19. (6) Reactant: [NH:1]1[C:5]([CH:6]2[CH2:11][CH2:10][CH2:9][NH:8][CH2:7]2)=[CH:4][CH:3]=[N:2]1.Cl[C:13]1[N:18]=[C:17]([NH:19][C:20]2[N:25]=[CH:24][C:23]3[N:26]=[C:27]([CH3:32])[N:28]([CH:29]([CH3:31])[CH3:30])[C:22]=3[CH:21]=2)[CH:16]=[CH:15][N:14]=1.C(=O)([O-])[O-].[K+].[K+].CN1CCCC1=O. Product: [NH:1]1[C:5]([CH:6]2[CH2:11][CH2:10][CH2:9][N:8]([C:13]3[N:18]=[C:17]([NH:19][C:20]4[N:25]=[CH:24][C:23]5[N:26]=[C:27]([CH3:32])[N:28]([CH:29]([CH3:30])[CH3:31])[C:22]=5[CH:21]=4)[CH:16]=[CH:15][N:14]=3)[CH2:7]2)=[CH:4][CH:3]=[N:2]1. The catalyst class is: 6. (7) Reactant: [Li]CCCC.[F:6][C:7]1[CH:16]=[CH:15][C:10]2[S:11][CH:12]=[C:13]([CH3:14])[C:9]=2[CH:8]=1.[Cl:17][CH2:18][CH2:19][CH2:20]I.[NH4+].[Cl-]. Product: [Cl:17][CH2:18][CH2:19][CH2:20][C:12]1[S:11][C:10]2[CH:15]=[CH:16][C:7]([F:6])=[CH:8][C:9]=2[C:13]=1[CH3:14]. The catalyst class is: 356. (8) Reactant: F[C:2]1[C:7]([C:8]2[C:17]3[CH2:16][CH2:15][CH2:14][CH2:13][C:12]=3[N:11]=[C:10]([O:18][CH2:19][C:20]3[CH:25]=[CH:24][CH:23]=[CH:22][N:21]=3)[CH:9]=2)=[CH:6][CH:5]=[CH:4][N:3]=1.[O:26]([C:28](C)(C)C)[K]. Product: [CH3:28][O:26][C:2]1[C:7]([C:8]2[C:17]3[CH2:16][CH2:15][CH2:14][CH2:13][C:12]=3[N:11]=[C:10]([O:18][CH2:19][C:20]3[CH:25]=[CH:24][CH:23]=[CH:22][N:21]=3)[CH:9]=2)=[CH:6][CH:5]=[CH:4][N:3]=1. The catalyst class is: 5. (9) Reactant: [CH2:1]([O:3][C:4](=[O:11])[CH2:5][C:6](=[O:10])[CH:7]([F:9])[F:8])[CH3:2].C(=O)([O-])[O-].[Ca+2].[Br:17]Br. Product: [CH2:1]([O:3][C:4](=[O:11])[CH:5]([Br:17])[C:6](=[O:10])[CH:7]([F:9])[F:8])[CH3:2]. The catalyst class is: 5. (10) The catalyst class is: 14. Product: [CH2:1]([C:3]1[CH:4]=[C:5]2[C:10](=[C:11]([CH3:13])[CH:12]=1)[O:9][CH:8]([C:14]([F:15])([F:16])[F:17])[C:7]([C:18]([OH:20])=[O:19])=[CH:6]2)[CH3:2]. Reactant: [CH2:1]([C:3]1[CH:4]=[C:5]2[C:10](=[C:11]([CH3:13])[CH:12]=1)[O:9][CH:8]([C:14]([F:17])([F:16])[F:15])[C:7]([C:18]([O:20]CC)=[O:19])=[CH:6]2)[CH3:2].[OH-].[Na+].